Dataset: NCI-60 drug combinations with 297,098 pairs across 59 cell lines. Task: Regression. Given two drug SMILES strings and cell line genomic features, predict the synergy score measuring deviation from expected non-interaction effect. (1) Drug 1: CN1C(=O)N2C=NC(=C2N=N1)C(=O)N. Drug 2: CC(C)(C#N)C1=CC(=CC(=C1)CN2C=NC=N2)C(C)(C)C#N. Cell line: EKVX. Synergy scores: CSS=-5.55, Synergy_ZIP=2.34, Synergy_Bliss=1.64, Synergy_Loewe=-5.39, Synergy_HSA=-4.88. (2) Drug 1: C1CCC(CC1)NC(=O)N(CCCl)N=O. Drug 2: C1CN(CCN1C(=O)CCBr)C(=O)CCBr. Cell line: UACC62. Synergy scores: CSS=29.0, Synergy_ZIP=-12.9, Synergy_Bliss=-2.62, Synergy_Loewe=-4.26, Synergy_HSA=0.293. (3) Drug 1: CCC1(CC2CC(C3=C(CCN(C2)C1)C4=CC=CC=C4N3)(C5=C(C=C6C(=C5)C78CCN9C7C(C=CC9)(C(C(C8N6C=O)(C(=O)OC)O)OC(=O)C)CC)OC)C(=O)OC)O.OS(=O)(=O)O. Drug 2: C1C(C(OC1N2C=NC3=C(N=C(N=C32)Cl)N)CO)O. Cell line: SK-OV-3. Synergy scores: CSS=20.0, Synergy_ZIP=-8.57, Synergy_Bliss=-6.32, Synergy_Loewe=-9.97, Synergy_HSA=-5.08. (4) Drug 1: C1=CC(=C2C(=C1NCCNCCO)C(=O)C3=C(C=CC(=C3C2=O)O)O)NCCNCCO. Drug 2: C1=C(C(=O)NC(=O)N1)N(CCCl)CCCl. Cell line: KM12. Synergy scores: CSS=39.8, Synergy_ZIP=0.656, Synergy_Bliss=-1.11, Synergy_Loewe=5.27, Synergy_HSA=5.46.